Dataset: HIV replication inhibition screening data with 41,000+ compounds from the AIDS Antiviral Screen. Task: Binary Classification. Given a drug SMILES string, predict its activity (active/inactive) in a high-throughput screening assay against a specified biological target. (1) The compound is Cc1ccc2c(c1)C(=O)c1[nH]c3ccc(F)cc3c1CO2. The result is 0 (inactive). (2) The molecule is CNCc1c(S)ccc2ccccc12. The result is 0 (inactive). (3) The molecule is CC1(CC(=O)O)C(=O)CCCC1=O. The result is 0 (inactive).